Dataset: NCI-60 drug combinations with 297,098 pairs across 59 cell lines. Task: Regression. Given two drug SMILES strings and cell line genomic features, predict the synergy score measuring deviation from expected non-interaction effect. (1) Drug 1: CC1OCC2C(O1)C(C(C(O2)OC3C4COC(=O)C4C(C5=CC6=C(C=C35)OCO6)C7=CC(=C(C(=C7)OC)O)OC)O)O. Drug 2: C(CN)CNCCSP(=O)(O)O. Cell line: SF-539. Synergy scores: CSS=34.0, Synergy_ZIP=-10.3, Synergy_Bliss=-2.84, Synergy_Loewe=-58.1, Synergy_HSA=-3.64. (2) Drug 1: C1CN1P(=S)(N2CC2)N3CC3. Drug 2: CC1CCCC2(C(O2)CC(NC(=O)CC(C(C(=O)C(C1O)C)(C)C)O)C(=CC3=CSC(=N3)C)C)C. Cell line: NCI-H226. Synergy scores: CSS=26.2, Synergy_ZIP=-3.76, Synergy_Bliss=-5.60, Synergy_Loewe=-23.6, Synergy_HSA=-4.73.